Dataset: Forward reaction prediction with 1.9M reactions from USPTO patents (1976-2016). Task: Predict the product of the given reaction. (1) The product is: [NH2:13][C:9]1[CH:8]=[C:7]([CH:6]([NH:16][C:17]2[C:26]3[C:21](=[C:22]([C:27]([NH2:29])=[O:28])[CH:23]=[CH:24][CH:25]=3)[N:20]=[CH:19][N:18]=2)[CH2:5][CH2:4][O:3][CH3:2])[CH:12]=[CH:11][CH:10]=1. Given the reactants N.[CH3:2][O:3][CH2:4][CH2:5][CH:6]([NH:16][C:17]1[C:26]2[C:21](=[C:22]([C:27]([NH2:29])=[O:28])[CH:23]=[CH:24][CH:25]=2)[N:20]=[CH:19][N:18]=1)[C:7]1[CH:12]=[CH:11][CH:10]=[C:9]([N+:13]([O-])=O)[CH:8]=1, predict the reaction product. (2) Given the reactants Cl[CH2:2][O:3][CH3:4].[CH:5]1([C:8]2[CH:9]=[C:10]([CH:16]=[C:17]([OH:20])[C:18]=2[I:19])[C:11]([O:13][CH2:14][CH3:15])=[O:12])[CH2:7][CH2:6]1.C(=O)([O-])[O-].[K+].[K+].CN(C=O)C, predict the reaction product. The product is: [CH:5]1([C:8]2[CH:9]=[C:10]([CH:16]=[C:17]([O:20][CH2:2][O:3][CH3:4])[C:18]=2[I:19])[C:11]([O:13][CH2:14][CH3:15])=[O:12])[CH2:7][CH2:6]1. (3) Given the reactants N([O-])=O.[Na+].N[C:6]1[C:7]([C:13]#[N:14])=[N:8][CH:9]=[C:10]([Br:12])[CH:11]=1.[ClH:15], predict the reaction product. The product is: [Br:12][C:10]1[CH:11]=[C:6]([Cl:15])[C:7]([C:13]#[N:14])=[N:8][CH:9]=1. (4) Given the reactants [Cl:1][C:2]1[CH:23]=[C:22]([Cl:24])[CH:21]=[CH:20][C:3]=1[CH2:4][NH:5][C:6]1[N:11]=[C:10]([C:12]([F:15])([F:14])[F:13])[C:9]([C:16]([O:18]C)=[O:17])=[CH:8][N:7]=1.[OH-].[K+], predict the reaction product. The product is: [Cl:1][C:2]1[CH:23]=[C:22]([Cl:24])[CH:21]=[CH:20][C:3]=1[CH2:4][NH:5][C:6]1[N:11]=[C:10]([C:12]([F:13])([F:15])[F:14])[C:9]([C:16]([OH:18])=[O:17])=[CH:8][N:7]=1. (5) Given the reactants C(C1C=CC=CC=1N[N:11]=[C:12]([C:15]#[N:16])[C:13]#[N:14])(C)C.[CH:17]([C:20]1[CH:26]=[CH:25][CH:24]=[CH:23][C:21]=1[NH2:22])([CH3:19])[CH3:18].C(#N)CC#N.O.[NH2:33][NH2:34], predict the reaction product. The product is: [CH:17]([C:20]1[CH:26]=[CH:25][CH:24]=[CH:23][C:21]=1[NH:22][N:11]=[C:12]1[C:13]([NH2:14])=[N:34][N:33]=[C:15]1[NH2:16])([CH3:19])[CH3:18]. (6) The product is: [F:20][CH:16]1[CH2:17][CH2:18][CH2:19][N:14]([CH2:13][C:12]2[CH:21]=[CH:22][CH:23]=[CH:24][C:11]=2[S:8]([C:5]2[CH:6]=[CH:7][C:2](/[CH:36]=[CH:35]/[C:34]3[CH:37]=[CH:38][CH:39]=[CH:40][C:33]=3[F:32])=[CH:3][CH:4]=2)(=[O:10])=[O:9])[CH2:15]1. Given the reactants Br[C:2]1[CH:7]=[CH:6][C:5]([S:8]([C:11]2[CH:24]=[CH:23][CH:22]=[CH:21][C:12]=2[CH2:13][N:14]2[CH2:19][CH2:18][CH2:17][CH:16]([F:20])[CH2:15]2)(=[O:10])=[O:9])=[CH:4][CH:3]=1.FC1CCCNC1.[F:32][C:33]1[CH:40]=[CH:39][CH:38]=[CH:37][C:34]=1[CH:35]=[CH2:36].C([O-])(=O)C.[Na+], predict the reaction product.